Dataset: PAMPA permeability data for FDA-approved drugs from NCATS. Task: Regression/Classification. Given a drug SMILES string, predict its absorption, distribution, metabolism, or excretion properties. Task type varies by dataset: regression for continuous measurements (e.g., permeability, clearance, half-life) or binary classification for categorical outcomes (e.g., BBB penetration, CYP inhibition). Dataset: approved_pampa_ncats. (1) The molecule is CCCC1=C2C(=CC3=C1OC(=CC3=O)C(=O)O)C(=O)C=C(N2CC)C(=O)O. The result is 1 (high permeability). (2) The compound is C[N+]1=C2C(=C3C=CC4=C(C3=C1)OCO4)C=CC5=CC6=C(C=C52)OCO6. The result is 0 (low-to-moderate permeability).